The task is: Predict the reactants needed to synthesize the given product.. This data is from Full USPTO retrosynthesis dataset with 1.9M reactions from patents (1976-2016). (1) The reactants are: C(OC(=O)[NH:7][C:8]1[S:9][CH2:10][C@@H:11]2[C@@H:16]([C:17]([F:20])([F:19])[F:18])[O:15][CH2:14][C@:12]2([C:21]2[CH:26]=[C:25]([NH2:27])[CH:24]=[CH:23][C:22]=2[F:28])[N:13]=1)(C)(C)C.[F:30][C:31]([C:34]1[N:35]=[CH:36][C:37]([C:40](O)=[O:41])=[N:38][CH:39]=1)([F:33])[CH3:32]. Given the product [NH2:7][C:8]1[S:9][CH2:10][C@@H:11]2[C@@H:16]([C:17]([F:19])([F:20])[F:18])[O:15][CH2:14][C@:12]2([C:21]2[CH:26]=[C:25]([NH:27][C:40]([C:37]3[CH:36]=[N:35][C:34]([C:31]([F:33])([F:30])[CH3:32])=[CH:39][N:38]=3)=[O:41])[CH:24]=[CH:23][C:22]=2[F:28])[N:13]=1, predict the reactants needed to synthesize it. (2) Given the product [I:1][C:2]1[C:10]2[C:9]([CH3:11])=[N:8][CH:7]=[N:6][C:5]=2[N:4]([S:26]([C:23]2[CH:24]=[CH:25][C:20]([CH3:19])=[CH:21][CH:22]=2)(=[O:28])=[O:27])[CH:3]=1, predict the reactants needed to synthesize it. The reactants are: [I:1][C:2]1[C:10]2[C:9]([CH3:11])=[N:8][CH:7]=[N:6][C:5]=2[NH:4][CH:3]=1.CN(C=O)C.[H-].[Na+].[CH3:19][C:20]1[CH:25]=[CH:24][C:23]([S:26](Cl)(=[O:28])=[O:27])=[CH:22][CH:21]=1. (3) Given the product [F:13][CH:2]([F:1])[CH:3]1[C:12]2[C:7](=[CH:8][CH:9]=[CH:10][CH:11]=2)[N:6]([CH:15]([CH3:21])[C:16]([O:18][CH2:19][CH3:20])=[O:17])[CH2:5][CH2:4]1, predict the reactants needed to synthesize it. The reactants are: [F:1][CH:2]([F:13])[CH:3]1[C:12]2[C:7](=[CH:8][CH:9]=[CH:10][CH:11]=2)[NH:6][CH2:5][CH2:4]1.Br[CH:15]([CH3:21])[C:16]([O:18][CH2:19][CH3:20])=[O:17].CCN(C(C)C)C(C)C. (4) Given the product [C:25]([NH:24][C:21]1[CH:22]=[CH:23][C:18]([C:16]([Cl:44])=[O:17])=[CH:19][CH:20]=1)(=[O:27])[CH3:26], predict the reactants needed to synthesize it. The reactants are: ClC1C=C(C2C(OC)=CC=C([C:16]([C:18]3[CH:23]=[CH:22][C:21]([NH:24][C:25](=[O:27])[CH3:26])=[CH:20][CH:19]=3)=[O:17])C=2F)C=CC=1.C(NC1C=CC(C(O)=O)=CC=1)(=O)C.O=S(Cl)[Cl:44]. (5) Given the product [C:1]([O:5][C:6]([N:8]1[C:12]2[CH:13]=[CH:14][C:15]([F:17])=[CH:16][C:11]=2[N:10]=[C:9]1[C:18]1[CH:23]=[C:22]([N:34]2[CH2:35][CH2:36][CH:31]([C:29]([O:28][CH2:26][CH3:27])=[O:30])[CH2:32][CH2:33]2)[CH:21]=[CH:20][C:19]=1[Cl:25])=[O:7])([CH3:4])([CH3:3])[CH3:2], predict the reactants needed to synthesize it. The reactants are: [C:1]([O:5][C:6]([N:8]1[C:12]2[CH:13]=[CH:14][C:15]([F:17])=[CH:16][C:11]=2[N:10]=[C:9]1[C:18]1[CH:23]=[C:22](Br)[CH:21]=[CH:20][C:19]=1[Cl:25])=[O:7])([CH3:4])([CH3:3])[CH3:2].[CH2:26]([O:28][C:29]([CH:31]1[CH2:36][CH2:35][NH:34][CH2:33][CH2:32]1)=[O:30])[CH3:27].C(=O)([O-])[O-].[Cs+].[Cs+].C1C=CC(P(C2C(C3C(P(C4C=CC=CC=4)C4C=CC=CC=4)=CC=C4C=3C=CC=C4)=C3C(C=CC=C3)=CC=2)C2C=CC=CC=2)=CC=1. (6) Given the product [C:14]([O:18][C:19](=[O:22])[CH2:20][N:9]1[CH2:10][C:4]2[CH:3]=[C:2]([Br:1])[CH:13]=[N:12][C:5]=2[NH:6][C:7](=[O:11])[CH2:8]1)([CH3:17])([CH3:16])[CH3:15], predict the reactants needed to synthesize it. The reactants are: [Br:1][C:2]1[CH:13]=[N:12][C:5]2[NH:6][C:7](=[O:11])[CH2:8][NH:9][CH2:10][C:4]=2[CH:3]=1.[C:14]([O:18][C:19](=[O:22])[CH2:20]Br)([CH3:17])([CH3:16])[CH3:15].C(N(CC)CC)C.